This data is from Reaction yield outcomes from USPTO patents with 853,638 reactions. The task is: Predict the reaction yield, written as a fraction of the theoretical maximum amount of product (1.0 means a 100% yield; for example, 0.34 means a 34% yield). (1) The reactants are [C:1]([O:4][C:5]1[CH:6]=[C:7]2[C:12](=[CH:13][CH:14]=1)[N:11]=[CH:10][N:9]=[C:8]2O)(=[O:3])[CH3:2].CN(C=O)C.S(Cl)([Cl:23])=O. No catalyst specified. The product is [C:1]([O:4][C:5]1[CH:6]=[C:7]2[C:12](=[CH:13][CH:14]=1)[N:11]=[CH:10][N:9]=[C:8]2[Cl:23])(=[O:3])[CH3:2]. The yield is 0.900. (2) The reactants are [Li]CCCC.Br[C:7]1[S:8][CH:9]=[CH:10][N:11]=1.[CH2:12]([O:19][C:20]1[CH:25]=[CH:24][C:23]([CH2:26][C:27](OC)=[O:28])=[CH:22][CH:21]=1)[C:13]1[CH:18]=[CH:17][CH:16]=[CH:15][CH:14]=1. The catalyst is CCOCC. The product is [CH2:12]([O:19][C:20]1[CH:21]=[CH:22][C:23]([CH2:26][C:27]([C:7]2[S:8][CH:9]=[CH:10][N:11]=2)=[O:28])=[CH:24][CH:25]=1)[C:13]1[CH:14]=[CH:15][CH:16]=[CH:17][CH:18]=1. The yield is 0.800. (3) No catalyst specified. The product is [OH:18][C:11]1[C:10]([CH2:19][CH2:20][CH3:21])=[C:9]([O:8][CH2:7][C:6]2[CH:22]=[CH:23][C:3]([CH:2]([O:37][CH3:35])[C:24]3[CH:29]=[CH:28][CH:27]=[C:26]([C:30]4[NH:31][N:32]=[N:33][N:34]=4)[CH:25]=3)=[CH:4][CH:5]=2)[CH:14]=[CH:13][C:12]=1[C:15](=[O:17])[CH3:16]. The yield is 0.470. The reactants are F[CH:2]([C:24]1[CH:29]=[CH:28][CH:27]=[C:26]([C:30]2[NH:34][N:33]=[N:32][N:31]=2)[CH:25]=1)[C:3]1[CH:23]=[CH:22][C:6]([CH2:7][O:8][C:9]2[CH:14]=[CH:13][C:12]([C:15](=[O:17])[CH3:16])=[C:11]([OH:18])[C:10]=2[CH2:19][CH2:20][CH3:21])=[CH:5][CH:4]=1.[C:35](C1C=CC(OCC2C=CC(C(OC)C3C=C(C=CC=3)C#N)=CC=2)=C(CCC)C=1O)(=[O:37])C.